Task: Predict the reactants needed to synthesize the given product.. Dataset: Full USPTO retrosynthesis dataset with 1.9M reactions from patents (1976-2016) Given the product [Cl:19][C:14]1[CH:15]=[CH:16][CH:17]=[CH:18][C:13]=1[CH:12]1[N:8]([C:5]2[CH:6]=[CH:7][C:2]([C:36]3[CH:35]=[CH:34][CH:33]=[C:32]([S:31][CH3:30])[CH:37]=3)=[CH:3][CH:4]=2)[N:9]=[C:10]([C:20]([C:22]([F:24])([F:23])[F:25])([C:26]([F:28])([F:29])[F:27])[OH:21])[CH2:11]1, predict the reactants needed to synthesize it. The reactants are: Br[C:2]1[CH:7]=[CH:6][C:5]([N:8]2[CH:12]([C:13]3[CH:18]=[CH:17][CH:16]=[CH:15][C:14]=3[Cl:19])[CH2:11][C:10]([C:20]([C:26]([F:29])([F:28])[F:27])([C:22]([F:25])([F:24])[F:23])[OH:21])=[N:9]2)=[CH:4][CH:3]=1.[CH3:30][S:31][C:32]1[CH:33]=[C:34](B(O)O)[CH:35]=[CH:36][CH:37]=1.C(=O)([O-])[O-].[Na+].[Na+].COCCOC.